This data is from Full USPTO retrosynthesis dataset with 1.9M reactions from patents (1976-2016). The task is: Predict the reactants needed to synthesize the given product. (1) Given the product [Br:31][C:32]1[CH:37]=[CH:36][C:35]([S:38][CH2:15][CH2:14][C:12]2[O:11][C:10](=[O:21])[C:9]([C:22]3[C:27]([CH3:28])=[CH:26][C:25]([CH3:29])=[CH:24][C:23]=3[CH3:30])=[C:8]([OH:7])[CH:13]=2)=[CH:34][CH:33]=1, predict the reactants needed to synthesize it. The reactants are: C([O:7][C:8]1[CH:13]=[C:12]([CH2:14][CH2:15]OS(C)(=O)=O)[O:11][C:10](=[O:21])[C:9]=1[C:22]1[C:27]([CH3:28])=[CH:26][C:25]([CH3:29])=[CH:24][C:23]=1[CH3:30])(=O)C(C)(C)C.[Br:31][C:32]1[CH:37]=[CH:36][C:35]([SH:38])=[CH:34][CH:33]=1.C([O-])([O-])=O.[K+].[K+].Cl. (2) Given the product [Cl:1][C:2]1[C:3]([N:13]2[CH2:18][CH2:17][N:16]([C:20]([NH:19][C:22]3[CH:31]=[CH:30][C:29]4[C:24](=[CH:25][CH:26]=[CH:27][CH:28]=4)[CH:23]=3)=[O:21])[CH2:15][CH2:14]2)=[N:4][CH:5]=[C:6]([CH:12]=1)[C:7]([O:9][CH2:10][CH3:11])=[O:8], predict the reactants needed to synthesize it. The reactants are: [Cl:1][C:2]1[C:3]([N:13]2[CH2:18][CH2:17][NH:16][CH2:15][CH2:14]2)=[N:4][CH:5]=[C:6]([CH:12]=1)[C:7]([O:9][CH2:10][CH3:11])=[O:8].[N:19]([C:22]1[CH:31]=[CH:30][C:29]2[C:24](=[CH:25][CH:26]=[CH:27][CH:28]=2)[CH:23]=1)=[C:20]=[O:21]. (3) Given the product [Cl:1][C:2]1[CH:11]=[C:10]2[C:5]([C:6]([OH:12])=[C:7]([N+:13]([O-:15])=[O:14])[CH:8]=[N:9]2)=[CH:4][CH:3]=1, predict the reactants needed to synthesize it. The reactants are: [Cl:1][C:2]1[CH:11]=[C:10]2[C:5]([C:6]([OH:12])=[CH:7][CH:8]=[N:9]2)=[CH:4][CH:3]=1.[N+:13]([O-])([OH:15])=[O:14]. (4) Given the product [Br:19][C:20]1[CH:21]=[CH:22][C:23]([N:26]2[CH:30]=[CH:29][C:28]([O:31][CH2:2][C:3]3[C:8]([CH:9]4[CH2:11][CH2:10]4)=[CH:7][CH:6]=[CH:5][C:4]=3[N:12]3[C:16](=[O:17])[N:15]([CH3:18])[N:14]=[N:13]3)=[N:27]2)=[CH:24][CH:25]=1, predict the reactants needed to synthesize it. The reactants are: Br[CH2:2][C:3]1[C:8]([CH:9]2[CH2:11][CH2:10]2)=[CH:7][CH:6]=[CH:5][C:4]=1[N:12]1[C:16](=[O:17])[N:15]([CH3:18])[N:14]=[N:13]1.[Br:19][C:20]1[CH:25]=[CH:24][C:23]([N:26]2[CH:30]=[CH:29][C:28]([OH:31])=[N:27]2)=[CH:22][CH:21]=1.C(=O)([O-])[O-].[K+].[K+].C(#N)C. (5) Given the product [CH3:40][C:36]([N:33]1[CH2:32][CH2:31][N:30]([CH2:29][C:27]2[S:28][C:8]3[C:7]([N:1]4[CH2:2][CH2:3][O:4][CH2:5][CH2:6]4)=[N:12][C:11]([C:55]4[C:54]5[CH:53]=[CH:52][NH:51][C:59]=5[CH:58]=[CH:57][N:56]=4)=[N:10][C:9]=3[CH:26]=2)[CH2:35][CH2:34]1)([CH3:41])[C:37]([NH2:39])=[O:38], predict the reactants needed to synthesize it. The reactants are: [N:1]1([C:7]2[C:8]3[S:28][C:27]([CH2:29][N:30]4[CH2:35][CH2:34][N:33]([C:36]([CH3:41])([CH3:40])[C:37]([NH2:39])=[O:38])[CH2:32][CH2:31]4)=[CH:26][C:9]=3[N:10]=[C:11]([Sn](CCCC)(CCCC)CCCC)[N:12]=2)[CH2:6][CH2:5][O:4][CH2:3][CH2:2]1.C1(S([N:51]2[C:59]3[CH:58]=[CH:57][N:56]=[C:55](Br)[C:54]=3[CH:53]=[CH:52]2)(=O)=O)C=CC=CC=1.